From a dataset of Peptide-MHC class II binding affinity with 134,281 pairs from IEDB. Regression. Given a peptide amino acid sequence and an MHC pseudo amino acid sequence, predict their binding affinity value. This is MHC class II binding data. (1) The peptide sequence is AILRRRRRIAEPATC. The MHC is DRB3_0101 with pseudo-sequence DRB3_0101. The binding affinity (normalized) is 0.280. (2) The peptide sequence is GELQVVDKIDAAFKI. The MHC is DRB1_0701 with pseudo-sequence DRB1_0701. The binding affinity (normalized) is 0.699. (3) The peptide sequence is KVPWDQVVMTSLALV. The MHC is DRB1_1101 with pseudo-sequence DRB1_1101. The binding affinity (normalized) is 0.616.